From a dataset of NCI-60 drug combinations with 297,098 pairs across 59 cell lines. Regression. Given two drug SMILES strings and cell line genomic features, predict the synergy score measuring deviation from expected non-interaction effect. (1) Drug 1: C1CN1C2=NC(=NC(=N2)N3CC3)N4CC4. Drug 2: CC1C(C(CC(O1)OC2CC(CC3=C2C(=C4C(=C3O)C(=O)C5=C(C4=O)C(=CC=C5)OC)O)(C(=O)CO)O)N)O.Cl. Cell line: NCI-H522. Synergy scores: CSS=55.0, Synergy_ZIP=-1.79, Synergy_Bliss=3.32, Synergy_Loewe=-6.99, Synergy_HSA=7.21. (2) Drug 1: CN(C(=O)NC(C=O)C(C(C(CO)O)O)O)N=O. Drug 2: CC1CCCC2(C(O2)CC(NC(=O)CC(C(C(=O)C(C1O)C)(C)C)O)C(=CC3=CSC(=N3)C)C)C. Cell line: NCI-H460. Synergy scores: CSS=72.8, Synergy_ZIP=0.984, Synergy_Bliss=1.21, Synergy_Loewe=-31.9, Synergy_HSA=0.970. (3) Drug 1: CC1=C2C(C(=O)C3(C(CC4C(C3C(C(C2(C)C)(CC1OC(=O)C(C(C5=CC=CC=C5)NC(=O)C6=CC=CC=C6)O)O)OC(=O)C7=CC=CC=C7)(CO4)OC(=O)C)O)C)OC(=O)C. Drug 2: N.N.Cl[Pt+2]Cl. Cell line: ACHN. Synergy scores: CSS=59.3, Synergy_ZIP=-3.80, Synergy_Bliss=-1.38, Synergy_Loewe=0.325, Synergy_HSA=1.26. (4) Drug 1: C1CCN(CC1)CCOC2=CC=C(C=C2)C(=O)C3=C(SC4=C3C=CC(=C4)O)C5=CC=C(C=C5)O. Drug 2: C1=CC(=CC=C1CC(C(=O)O)N)N(CCCl)CCCl.Cl. Cell line: SN12C. Synergy scores: CSS=32.4, Synergy_ZIP=-9.64, Synergy_Bliss=-1.53, Synergy_Loewe=0.458, Synergy_HSA=1.33. (5) Cell line: HL-60(TB). Synergy scores: CSS=72.9, Synergy_ZIP=-6.97, Synergy_Bliss=-4.35, Synergy_Loewe=0.197, Synergy_HSA=0.733. Drug 1: CC1=C2C(C(=O)C3(C(CC4C(C3C(C(C2(C)C)(CC1OC(=O)C(C(C5=CC=CC=C5)NC(=O)OC(C)(C)C)O)O)OC(=O)C6=CC=CC=C6)(CO4)OC(=O)C)O)C)O. Drug 2: C1=NC(=NC(=O)N1C2C(C(C(O2)CO)O)O)N. (6) Drug 1: CC12CCC3C(C1CCC2=O)CC(=C)C4=CC(=O)C=CC34C. Drug 2: C1=CC(=C2C(=C1NCCNCCO)C(=O)C3=C(C=CC(=C3C2=O)O)O)NCCNCCO. Cell line: MALME-3M. Synergy scores: CSS=49.7, Synergy_ZIP=5.42, Synergy_Bliss=7.24, Synergy_Loewe=5.55, Synergy_HSA=8.51. (7) Drug 1: C1CC(C1)(C(=O)O)C(=O)O.[NH2-].[NH2-].[Pt+2]. Drug 2: C1=NNC2=C1C(=O)NC=N2. Cell line: HS 578T. Synergy scores: CSS=-0.284, Synergy_ZIP=7.39, Synergy_Bliss=9.75, Synergy_Loewe=-0.391, Synergy_HSA=-0.0822.